Dataset: Cav3 T-type calcium channel HTS with 100,875 compounds. Task: Binary Classification. Given a drug SMILES string, predict its activity (active/inactive) in a high-throughput screening assay against a specified biological target. The molecule is O1C(CCC1)CN(Cc1ccccc1)C(=O)c1cc2c(oc1=O)c(OC)ccc2. The result is 0 (inactive).